From a dataset of Full USPTO retrosynthesis dataset with 1.9M reactions from patents (1976-2016). Predict the reactants needed to synthesize the given product. Given the product [C:17]([O:21][C:22]([NH:24][C@@H:25]1[CH2:30][CH2:29][CH2:28][N:27](/[C:31](=[N:39]\[C:40]#[N:41])/[N:32]([CH2:4][C:3]2[CH:6]=[C:7]([F:10])[CH:8]=[CH:9][C:2]=2[Cl:1])[CH2:33][C:34]([O:36][CH2:37][CH3:38])=[O:35])[CH2:26]1)=[O:23])([CH3:18])([CH3:19])[CH3:20], predict the reactants needed to synthesize it. The reactants are: [Cl:1][C:2]1[CH:9]=[CH:8][C:7]([F:10])=[CH:6][C:3]=1[CH2:4]Br.C(=O)([O-])[O-].[K+].[K+].[C:17]([O:21][C:22]([NH:24][C@@H:25]1[CH2:30][CH2:29][CH2:28][N:27](/[C:31](=[N:39]/[C:40]#[N:41])/[NH:32][CH2:33][C:34]([O:36][CH2:37][CH3:38])=[O:35])[CH2:26]1)=[O:23])([CH3:20])([CH3:19])[CH3:18].